This data is from NCI-60 drug combinations with 297,098 pairs across 59 cell lines. The task is: Regression. Given two drug SMILES strings and cell line genomic features, predict the synergy score measuring deviation from expected non-interaction effect. (1) Drug 1: CC12CCC3C(C1CCC2=O)CC(=C)C4=CC(=O)C=CC34C. Drug 2: N.N.Cl[Pt+2]Cl. Cell line: UACC62. Synergy scores: CSS=34.6, Synergy_ZIP=1.24, Synergy_Bliss=0.746, Synergy_Loewe=1.13, Synergy_HSA=1.24. (2) Drug 1: CCC1=C2CN3C(=CC4=C(C3=O)COC(=O)C4(CC)O)C2=NC5=C1C=C(C=C5)O. Drug 2: CN(CC1=CN=C2C(=N1)C(=NC(=N2)N)N)C3=CC=C(C=C3)C(=O)NC(CCC(=O)O)C(=O)O. Cell line: UO-31. Synergy scores: CSS=40.6, Synergy_ZIP=-4.92, Synergy_Bliss=-0.691, Synergy_Loewe=-1.36, Synergy_HSA=-0.719. (3) Drug 1: COC1=CC(=CC(=C1O)OC)C2C3C(COC3=O)C(C4=CC5=C(C=C24)OCO5)OC6C(C(C7C(O6)COC(O7)C8=CC=CS8)O)O. Drug 2: CNC(=O)C1=NC=CC(=C1)OC2=CC=C(C=C2)NC(=O)NC3=CC(=C(C=C3)Cl)C(F)(F)F. Cell line: COLO 205. Synergy scores: CSS=59.6, Synergy_ZIP=2.89, Synergy_Bliss=2.57, Synergy_Loewe=-0.590, Synergy_HSA=5.98. (4) Drug 1: CC1=C2C(C(=O)C3(C(CC4C(C3C(C(C2(C)C)(CC1OC(=O)C(C(C5=CC=CC=C5)NC(=O)OC(C)(C)C)O)O)OC(=O)C6=CC=CC=C6)(CO4)OC(=O)C)O)C)O. Drug 2: CC(C)NC(=O)C1=CC=C(C=C1)CNNC.Cl. Cell line: 786-0. Synergy scores: CSS=-0.499, Synergy_ZIP=0.238, Synergy_Bliss=0.246, Synergy_Loewe=-0.709, Synergy_HSA=-0.697. (5) Drug 1: CCC1=CC2CC(C3=C(CN(C2)C1)C4=CC=CC=C4N3)(C5=C(C=C6C(=C5)C78CCN9C7C(C=CC9)(C(C(C8N6C)(C(=O)OC)O)OC(=O)C)CC)OC)C(=O)OC.C(C(C(=O)O)O)(C(=O)O)O. Drug 2: CC1=CC=C(C=C1)C2=CC(=NN2C3=CC=C(C=C3)S(=O)(=O)N)C(F)(F)F. Cell line: MDA-MB-435. Synergy scores: CSS=63.2, Synergy_ZIP=7.03, Synergy_Bliss=6.76, Synergy_Loewe=-28.1, Synergy_HSA=5.78. (6) Drug 1: CC12CCC3C(C1CCC2O)C(CC4=C3C=CC(=C4)O)CCCCCCCCCS(=O)CCCC(C(F)(F)F)(F)F. Drug 2: C#CCC(CC1=CN=C2C(=N1)C(=NC(=N2)N)N)C3=CC=C(C=C3)C(=O)NC(CCC(=O)O)C(=O)O. Cell line: SF-268. Synergy scores: CSS=0.892, Synergy_ZIP=-0.720, Synergy_Bliss=-0.525, Synergy_Loewe=-1.21, Synergy_HSA=-2.83. (7) Drug 1: C1=NC2=C(N1)C(=S)N=CN2. Drug 2: CC1=C(C=C(C=C1)C(=O)NC2=CC(=CC(=C2)C(F)(F)F)N3C=C(N=C3)C)NC4=NC=CC(=N4)C5=CN=CC=C5. Cell line: OVCAR-8. Synergy scores: CSS=2.78, Synergy_ZIP=1.27, Synergy_Bliss=4.47, Synergy_Loewe=0.936, Synergy_HSA=2.35. (8) Drug 1: C1=CC(=CC=C1CCCC(=O)O)N(CCCl)CCCl. Drug 2: C1=NC2=C(N=C(N=C2N1C3C(C(C(O3)CO)O)F)Cl)N. Cell line: SK-MEL-28. Synergy scores: CSS=17.7, Synergy_ZIP=-11.8, Synergy_Bliss=-9.31, Synergy_Loewe=-7.93, Synergy_HSA=-6.36. (9) Drug 1: CCC1=C2CN3C(=CC4=C(C3=O)COC(=O)C4(CC)O)C2=NC5=C1C=C(C=C5)O. Drug 2: C#CCC(CC1=CN=C2C(=N1)C(=NC(=N2)N)N)C3=CC=C(C=C3)C(=O)NC(CCC(=O)O)C(=O)O. Cell line: HOP-62. Synergy scores: CSS=62.1, Synergy_ZIP=-5.33, Synergy_Bliss=-4.74, Synergy_Loewe=1.13, Synergy_HSA=3.09. (10) Drug 1: CN(C)C1=NC(=NC(=N1)N(C)C)N(C)C. Drug 2: CC1=C2C(C(=O)C3(C(CC4C(C3C(C(C2(C)C)(CC1OC(=O)C(C(C5=CC=CC=C5)NC(=O)OC(C)(C)C)O)O)OC(=O)C6=CC=CC=C6)(CO4)OC(=O)C)O)C)O. Cell line: SNB-75. Synergy scores: CSS=17.4, Synergy_ZIP=-3.32, Synergy_Bliss=4.70, Synergy_Loewe=-4.95, Synergy_HSA=2.54.